Predict the reactants needed to synthesize the given product. From a dataset of Full USPTO retrosynthesis dataset with 1.9M reactions from patents (1976-2016). (1) Given the product [CH3:1][C:2]1[O:3][C:4]([C:7]2[CH:8]=[CH:9][C:10]([S:14]([Cl:13])(=[O:16])=[O:15])=[CH:11][CH:12]=2)=[CH:5][N:6]=1, predict the reactants needed to synthesize it. The reactants are: [CH3:1][C:2]1[O:3][C:4]([C:7]2[CH:12]=[CH:11][CH:10]=[CH:9][CH:8]=2)=[CH:5][N:6]=1.[Cl:13][S:14](O)(=[O:16])=[O:15]. (2) Given the product [N+:7]([C:10]1[CH:15]=[CH:14][CH:13]=[C:12]([N+:16]([O-:18])=[O:17])[C:11]=1[C:4]1[C:6]([N+:7]([O-:9])=[O:8])=[CH:15][CH:10]=[CH:11][C:3]=1[N+:16]([O-:18])=[O:17])([O-:9])=[O:8], predict the reactants needed to synthesize it. The reactants are: II.[CH3:3][C:4]([CH3:6])=O.[N+:7]([C:10]1[CH:15]=[CH:14][CH:13]=[C:12]([N+:16]([O-:18])=[O:17])[C:11]=1Cl)([O-:9])=[O:8]. (3) The reactants are: [CH3:1][O:2][C:3]1[CH:8]=[CH:7][C:6]([CH2:9][C:10]([OH:12])=O)=[CH:5][CH:4]=1.[CH3:13][NH:14][CH3:15]. Given the product [CH3:1][O:2][C:3]1[CH:8]=[CH:7][C:6]([CH2:9][C:10]([N:14]([CH3:15])[CH3:13])=[O:12])=[CH:5][CH:4]=1, predict the reactants needed to synthesize it. (4) Given the product [CH3:1][O:2][C:3]1[CH:4]=[C:5]([CH:21]=[CH:22][C:23]=1[O:24][CH3:25])[CH2:6][CH:7]1[C:16]2[C:11](=[CH:12][C:13]([O:19][CH3:20])=[C:14]([O:17][CH3:18])[CH:15]=2)[CH2:10][CH2:9][N:8]1[CH2:27][C:28]([NH:31][CH:32]1[C:40]2[C:35](=[C:36]([O:41][CH3:42])[CH:37]=[CH:38][CH:39]=2)[CH2:34][CH2:33]1)=[O:29], predict the reactants needed to synthesize it. The reactants are: [CH3:1][O:2][C:3]1[CH:4]=[C:5]([CH:21]=[CH:22][C:23]=1[O:24][CH3:25])[CH2:6][CH:7]1[C:16]2[C:11](=[CH:12][C:13]([O:19][CH3:20])=[C:14]([O:17][CH3:18])[CH:15]=2)[CH2:10][CH2:9][NH:8]1.Br[CH2:27][C:28](Br)=[O:29].[NH2:31][CH:32]1[C:40]2[C:35](=[C:36]([O:41][CH3:42])[CH:37]=[CH:38][CH:39]=2)[CH2:34][CH2:33]1. (5) The reactants are: [Cl:1][C:2]1[CH:3]=[C:4]([NH:19][C:20]2[C:30]3[CH:29]=[C:28]([C:31]([OH:33])=O)[CH2:27][CH2:26][NH:25][C:24]=3[N:23]=[CH:22][N:21]=2)[CH:5]=[CH:6][C:7]=1[O:8][C:9]1[CH:14]=[CH:13][CH:12]=[C:11]([C:15]([F:18])([F:17])[F:16])[CH:10]=1.[OH:34]N1C2C=CC=CC=2N=N1.Cl.C(N=C=NCCCN(C)C)C.[NH2:56][CH2:57][CH2:58][NH:59][C:60](=[O:62])[CH3:61].CN(C)[CH:65]=[O:66]. Given the product [F:16][C:15]([F:18])([F:17])[C:65]([OH:66])=[O:34].[C:60]([NH:59][CH2:58][CH2:57][NH:56][C:31]([C:28]1[CH2:27][CH2:26][NH:25][C:24]2[N:23]=[CH:22][N:21]=[C:20]([NH:19][C:4]3[CH:5]=[CH:6][C:7]([O:8][C:9]4[CH:14]=[CH:13][CH:12]=[C:11]([C:15]([F:17])([F:16])[F:18])[CH:10]=4)=[C:2]([Cl:1])[CH:3]=3)[C:30]=2[CH:29]=1)=[O:33])(=[O:62])[CH3:61], predict the reactants needed to synthesize it. (6) Given the product [CH3:32][C@:33]1([NH:39][C:40]2[CH:45]=[N:44][C:43]([C:46]([F:49])([F:47])[F:48])=[CH:42][N:41]=2)[CH2:37][CH2:36][CH2:35][C@@H:34]1[NH:38][C:58](=[O:59])[C:57]1[CH:61]=[CH:62][CH:63]=[CH:64][C:56]=1[C:51]1[N:50]=[CH:55][CH:54]=[CH:53][N:52]=1, predict the reactants needed to synthesize it. The reactants are: C[C@]1(NC2C=NC(C(F)(F)F)=CN=2)CCC[C@@H]1NC(C1C(N2N=CC=N2)=CC=CN=1)=O.[CH3:32][C@:33]1([NH:39][C:40]2[CH:45]=[N:44][C:43]([C:46]([F:49])([F:48])[F:47])=[CH:42][N:41]=2)[CH2:37][CH2:36][CH2:35][C@@H:34]1[NH2:38].[N:50]1[CH:55]=[CH:54][CH:53]=[N:52][C:51]=1[C:56]1[CH:64]=[CH:63][CH:62]=[CH:61][C:57]=1[C:58](O)=[O:59].C(N(CC)CC)C. (7) Given the product [CH2:2]([CH:9]1[C:18]2[C:13](=[CH:14][CH:15]=[C:16]([O:19][CH3:20])[CH:17]=2)[CH2:12][CH2:11][C:10]1=[O:28])[C:3]1[CH:8]=[CH:7][CH:6]=[CH:5][CH:4]=1, predict the reactants needed to synthesize it. The reactants are: [Br-].[CH2:2]([CH:9]1[C:18]2[C:13](=[CH:14][CH:15]=[C:16]([O:19][CH3:20])[CH:17]=2)[CH2:12][CH2:11][C:10]1=[N+]1CCCC1)[C:3]1[CH:8]=[CH:7][CH:6]=[CH:5][CH:4]=1.CC(O)=[O:28]. (8) Given the product [F:32][C:21]1[CH:20]=[C:19]([CH2:18][CH2:17][N:16]([C@H:25]2[CH2:26][CH2:27][C@H:28]([CH3:31])[CH2:29][CH2:30]2)[C:14](=[O:15])[NH:13][C:11]2[S:12][C:8]([S:7][C:2]([CH3:1])([CH3:6])[C:3]([OH:5])=[O:4])=[CH:9][N:10]=2)[CH:24]=[CH:23][CH:22]=1, predict the reactants needed to synthesize it. The reactants are: [CH3:1][C:2]([S:7][C:8]1[S:12][C:11]([NH:13][C:14]([N:16]([C@H:25]2[CH2:30][CH2:29][C@H:28]([CH3:31])[CH2:27][CH2:26]2)[CH2:17][CH2:18][C:19]2[CH:24]=[CH:23][CH:22]=[CH:21][CH:20]=2)=[O:15])=[N:10][CH:9]=1)([CH3:6])[C:3]([OH:5])=[O:4].[F:32]C1C=C(CCBr)C=CC=1.C(OC(=O)C(SC1SC(N)=NC=1)(C)C)C. (9) Given the product [Cl:1][C:2]1[CH:3]=[CH:4][C:5]([N:8]2[CH:12]=[C:11]([C:13]([OH:17])=[O:14])[CH:10]=[N:9]2)=[CH:6][CH:7]=1, predict the reactants needed to synthesize it. The reactants are: [Cl:1][C:2]1[CH:7]=[CH:6][C:5]([N:8]2[CH:12]=[C:11]([CH:13]=[O:14])[CH:10]=[N:9]2)=[CH:4][CH:3]=1.CC(C)=[O:17].OS(O)(=O)=O.O=[Cr](=O)=O. (10) Given the product [CH3:13][O:14][C:15](=[O:38])[C:16]1[CH:21]=[CH:20][CH:19]=[C:18]([CH2:22][N:23]2[C:31]3[C:36](=[CH:35][CH:34]=[CH:33][CH:32]=3)/[C:25](=[C:26](\[C:7]3[CH:8]=[CH:9][C:4]([C:1](=[O:3])[CH3:2])=[CH:5][CH:6]=3)/[CH:27]([CH3:29])[CH3:28])/[C:24]2=[O:30])[CH:17]=1, predict the reactants needed to synthesize it. The reactants are: [C:1]([C:4]1[CH:9]=[CH:8][C:7](B(O)O)=[CH:6][CH:5]=1)(=[O:3])[CH3:2].[CH3:13][O:14][C:15](=[O:38])[C:16]1[CH:21]=[CH:20][CH:19]=[C:18]([CH2:22][N:23]([C:31]2[CH:36]=[CH:35][CH:34]=[CH:33][C:32]=2I)[C:24](=[O:30])[C:25]#[C:26][CH:27]([CH3:29])[CH3:28])[CH:17]=1.